Dataset: Full USPTO retrosynthesis dataset with 1.9M reactions from patents (1976-2016). Task: Predict the reactants needed to synthesize the given product. (1) The reactants are: [Li]CCCC.[Cl:6][C:7]1[C:16]2[C:11](=[CH:12][CH:13]=[C:14](C(C3N(C)C(C)=NC=3)O)[CH:15]=2)[N:10]=[C:9]([O:26][CH3:27])[C:8]=1[CH2:28][C:29]1[CH:30]=[N:31][C:32]([C:35]([F:38])([F:37])[F:36])=[CH:33][CH:34]=1.[CH3:39][C:40]1[C:45]([C:46]([C:48]2[N:52]([CH3:53])[N:51]=[N:50][CH:49]=2)=[O:47])=[CH:44][CH:43]=[C:42]([CH3:54])[N:41]=1. Given the product [Cl:6][C:7]1[C:16]2[C:11](=[CH:12][CH:13]=[C:14]([C:46]([C:45]3[C:40]([CH3:39])=[N:41][C:42]([CH3:54])=[CH:43][CH:44]=3)([C:48]3[N:52]([CH3:53])[N:51]=[N:50][CH:49]=3)[OH:47])[CH:15]=2)[N:10]=[C:9]([O:26][CH3:27])[C:8]=1[CH2:28][C:29]1[CH:30]=[N:31][C:32]([C:35]([F:36])([F:38])[F:37])=[CH:33][CH:34]=1, predict the reactants needed to synthesize it. (2) Given the product [OH:8][CH2:7][CH2:6][CH2:5][CH2:4][CH2:3][CH2:2][NH:1][C:9](=[O:12])[O:10][CH2:2][CH2:3][CH2:4][CH3:5], predict the reactants needed to synthesize it. The reactants are: [NH2:1][CH2:2][CH2:3][CH2:4][CH2:5][CH2:6][CH2:7][OH:8].[C:9](=[O:12])([O-])[O-:10].[Na+].[Na+].O.